Task: Regression/Classification. Given a drug SMILES string, predict its absorption, distribution, metabolism, or excretion properties. Task type varies by dataset: regression for continuous measurements (e.g., permeability, clearance, half-life) or binary classification for categorical outcomes (e.g., BBB penetration, CYP inhibition). Dataset: b3db_classification.. Dataset: Blood-brain barrier permeability classification from the B3DB database (1) The drug is Nc1nc(Cl)nc2c1ncn2[C@@H]1C[C@H](O)[C@H](CO)O1. The result is 1 (penetrates BBB). (2) The result is 1 (penetrates BBB). The molecule is CC(C)(C)/[N+]([O-])=C/c1ccccc1. (3) The compound is CN1CCN(C(=O)O[C@H]2c3nccnc3C(=O)N2c2ccc(Cl)cn2)CC1. The result is 1 (penetrates BBB). (4) The compound is FC(F)(F)c1ccc2c(c1)N(CCCN1CCN(CCC3OCCCO3)CC1)c1ccccc1S2. The result is 1 (penetrates BBB).